This data is from Peptide-MHC class II binding affinity with 134,281 pairs from IEDB. The task is: Regression. Given a peptide amino acid sequence and an MHC pseudo amino acid sequence, predict their binding affinity value. This is MHC class II binding data. (1) The peptide sequence is KEVSGVKGFTLGRDG. The MHC is DRB3_0101 with pseudo-sequence DRB3_0101. The binding affinity (normalized) is 0.231. (2) The peptide sequence is EKKYFAATQNEPLAA. The MHC is HLA-DQA10501-DQB10301 with pseudo-sequence HLA-DQA10501-DQB10301. The binding affinity (normalized) is 0.281. (3) The peptide sequence is RNKTQEEHLKEIMKHIVKIE. The MHC is DRB1_1501 with pseudo-sequence DRB1_1501. The binding affinity (normalized) is 0. (4) The peptide sequence is QAAVVRFQEAANKQK. The MHC is DRB4_0101 with pseudo-sequence DRB4_0103. The binding affinity (normalized) is 0.548. (5) The peptide sequence is EKKYFAATQFEPLIA. The MHC is HLA-DPA10301-DPB10402 with pseudo-sequence HLA-DPA10301-DPB10402. The binding affinity (normalized) is 1.00. (6) The peptide sequence is AYVLLSEKKISSIQS. The MHC is DRB1_0701 with pseudo-sequence DRB1_0701. The binding affinity (normalized) is 0.237. (7) The peptide sequence is GELQIVDKIDAAFKN. The MHC is DRB1_0701 with pseudo-sequence DRB1_0701. The binding affinity (normalized) is 0.420. (8) The binding affinity (normalized) is 0.609. The MHC is HLA-DPA10201-DPB10501 with pseudo-sequence HLA-DPA10201-DPB10501. The peptide sequence is EKKMFAATQFEPLAA.